This data is from Forward reaction prediction with 1.9M reactions from USPTO patents (1976-2016). The task is: Predict the product of the given reaction. (1) Given the reactants Cl[C:2]1[C:3]([NH2:9])=[N:4][CH:5]=[N:6][C:7]=1Cl.[NH2:10][C:11]1[CH:12]=[C:13]([OH:17])[CH:14]=[CH:15][CH:16]=1.[F:18][C:19]1[CH:39]=[CH:38][CH:37]=[CH:36][C:20]=1[CH2:21][N:22]1[CH:26]=[C:25](B2OC(C)(C)C(C)(C)O2)[CH:24]=[N:23]1.[C:40](Cl)(=[O:43])[CH:41]=[CH2:42], predict the reaction product. The product is: [NH2:9][C:3]1[N:4]=[CH:5][N:6]=[C:7]([O:17][C:13]2[CH:12]=[C:11]([NH:10][C:40](=[O:43])[CH:41]=[CH2:42])[CH:16]=[CH:15][CH:14]=2)[C:2]=1[C:25]1[CH:24]=[N:23][N:22]([CH2:21][C:20]2[CH:36]=[CH:37][CH:38]=[CH:39][C:19]=2[F:18])[CH:26]=1. (2) Given the reactants [C:1]([C:5]1[CH:12]=[CH:11][C:8]([CH2:9][NH2:10])=[CH:7][CH:6]=1)([CH3:4])([CH3:3])[CH3:2].N1C=CC=CC=1.Cl[C:20]([O:22][C:23]1[CH:28]=[CH:27][CH:26]=[CH:25][CH:24]=1)=[O:21], predict the reaction product. The product is: [C:23]1([O:22][C:20](=[O:21])[NH:10][CH2:9][C:8]2[CH:7]=[CH:6][C:5]([C:1]([CH3:4])([CH3:2])[CH3:3])=[CH:12][CH:11]=2)[CH:28]=[CH:27][CH:26]=[CH:25][CH:24]=1. (3) Given the reactants [Cl:1][C:2]1[CH:3]=[N:4][C:5]([C:12]2[CH:17]=[CH:16][CH:15]=[C:14]([F:18])[CH:13]=2)=[C:6]([CH:11]=1)[C:7]([O:9][CH3:10])=[O:8].[NH2:19]OS(C1C(C)=CC(C)=CC=1C)(=O)=O.[C:33]([O:37][C:38]([CH3:41])([CH3:40])[CH3:39])(=[O:36])[C:34]#[CH:35].CN(C)C=O.C(=O)([O-])[O-].[K+].[K+], predict the reaction product. The product is: [Cl:1][C:2]1[C:3]2[N:4]([N:19]=[CH:35][C:34]=2[C:33]([O:37][C:38]([CH3:41])([CH3:40])[CH3:39])=[O:36])[C:5]([C:12]2[CH:17]=[CH:16][CH:15]=[C:14]([F:18])[CH:13]=2)=[C:6]([C:7]([O:9][CH3:10])=[O:8])[CH:11]=1. (4) Given the reactants [N+:1]([C:4]1[CH:9]=[CH:8][C:7]([C:10]2[O:14][C:13]([OH:15])=[N:12][N:11]=2)=[CH:6][CH:5]=1)([O-])=O.[H][H], predict the reaction product. The product is: [NH2:1][C:4]1[CH:5]=[CH:6][C:7]([C:10]2[O:14][C:13]([OH:15])=[N:12][N:11]=2)=[CH:8][CH:9]=1.